This data is from Full USPTO retrosynthesis dataset with 1.9M reactions from patents (1976-2016). The task is: Predict the reactants needed to synthesize the given product. Given the product [Cl:44][C:5]1[C:4]2[C:9](=[CH:10][C:11]([O:13][CH3:14])=[CH:12][C:3]=2[O:2][CH3:1])[N:8]=[CH:7][N:6]=1, predict the reactants needed to synthesize it. The reactants are: [CH3:1][O:2][C:3]1[CH:12]=[C:11]([O:13][CH3:14])[CH:10]=[C:9]2[C:4]=1[C:5](=O)[NH:6][CH:7]=[N:8]2.N(C1C2C(=CC=CC=2)N=CN=1)C1C=CC=CC=1.C(N(C(C)C)CC)(C)C.P(Cl)(Cl)([Cl:44])=O.